Task: Predict the reactants needed to synthesize the given product.. Dataset: Full USPTO retrosynthesis dataset with 1.9M reactions from patents (1976-2016) (1) Given the product [ClH:22].[CH3:23][CH:15]([CH:13]1[CH2:12][CH2:11][NH:10][CH:9]([C:6]2[CH:7]=[CH:8][C:3]([C:2]([F:21])([F:20])[F:1])=[CH:4][CH:5]=2)[CH2:14]1)[C:16]([OH:18])=[O:17], predict the reactants needed to synthesize it. The reactants are: [F:1][C:2]([F:21])([F:20])[C:3]1[CH:8]=[CH:7][C:6]([C:9]2[CH:14]=[C:13]([CH2:15][C:16]([O:18]C)=[O:17])[CH:12]=[CH:11][N:10]=2)=[CH:5][CH:4]=1.[ClH:22].[CH3:23]O. (2) Given the product [NH2:6][C:7]1[N:16]=[C:15]([O:28][CH:25]([CH3:26])[CH3:24])[C:14]2[C:9](=[CH:10][CH:11]=[C:12]([C:22]3[CH:27]=[CH:26][C:25]([O:28][CH3:29])=[C:24]([O:30][CH3:31])[CH:23]=3)[CH:13]=2)[N:8]=1, predict the reactants needed to synthesize it. The reactants are: [H-].[Na+].C([NH:6][C:7]1[N:16]=[C:15](C2N=CNN=2)[C:14]2[C:9](=[CH:10][CH:11]=[C:12]([C:22]3[CH:27]=[CH:26][C:25]([O:28][CH3:29])=[C:24]([O:30][CH3:31])[CH:23]=3)[CH:13]=2)[N:8]=1)(=O)C.